From a dataset of Drug-target binding data from BindingDB using IC50 measurements. Regression. Given a target protein amino acid sequence and a drug SMILES string, predict the binding affinity score between them. We predict pIC50 (pIC50 = -log10(IC50 in M); higher means more potent). Dataset: bindingdb_ic50. (1) The small molecule is C=C(CC[C@@H](C)[C@H]1CC=C2C3=C([C@@H](O)[C@H](OC(C)=O)[C@@]21C)[C@@]1(C)C[C@@H](OC(=O)CN)[C@H](O)C(C)(C)[C@@H]1CC3)C(C)C. The target protein (P00642) has sequence MSNKKQSNRLTEQHKLSQGVIGIFGDYAKAHDLAVGEVSKLVKKALSNEYPQLSFRYRDSIKKTEINEALKKIDPDLGGTLFVSNSSIKPDGGIVEVKDDYGEWRVVLVAEAKHQGKDIINIRNGLLVGKRGDQDLMAAGNAIERSHKNISEIANFMLSESHFPYVLFLEGSNFLTENISITRPDGRVVNLEYNSGILNRLDRLTAANYGMPINSNLCINKFVNHKDKSIMLQAASIYTQGDGREWDSKIMFEIMFDISTTSLRVLGRDLFEQLTSK. The pIC50 is 4.3. (2) The drug is Cc1cccc(NC(=O)c2ccc(-c3cccc(C#N)c3)o2)c1. The target protein (Q6QIY3) has sequence MEFPFGSVGTTNFRRFTPESLAEIEKQIAAHRAAKKGRPKQRGQKDKSEKPRPQLDLKACNQLPRFYGELPAELVGEPLEDLDPFYSTHRTFIVLDKSRTISRFSATWALWLFSPFNLIRRTAIKVSVHSWFSIFITVTILVNCVCMTRTDLPEKLEYAFTVVYTFEALIKILARGFCLNEFTYLRDPWNWLDFSVITLAYVGAAIDLRGISGLRTFRVLRALKTVSVIPGLKVIVGALIHSVRKLADVTILTVFCLSVFALVGLQLFKGNLKNKCIKNGTDPHKADNLSSEMAGDIFIKPGTTDPLLCGNGSDAGHCPNDYVCRKTSDNPDFNYTSFDSFAWAFLSLFRLMTQDSWERLYQQTLRASGKMYMVFFVLVIFLGSFYLVNLILAVVTMAYEEQSQATIAEIEAKEKKFKEALEVLQKEQEVLAALGIDTTSLYSHNGSPLAPKNANERRPRVKSRMSEGSTDDNRSLQSDPYNQRRMSFLGLSSGRRRASH.... The pIC50 is 4.5.